This data is from Catalyst prediction with 721,799 reactions and 888 catalyst types from USPTO. The task is: Predict which catalyst facilitates the given reaction. (1) Reactant: [CH3:1][C:2]1[CH:3]=[C:4]([CH:8]=[CH:9][C:10]=1[N:11]1[CH2:16][CH2:15][O:14][CH2:13][C:12]1=[O:17])[C:5]([OH:7])=O.[Cl:18][C:19]1[CH:36]=[CH:35][C:22]2[NH:23][C:24]([C@@H:26]([NH2:34])[CH2:27][CH2:28][C:29]3[NH:33][N:32]=[N:31][N:30]=3)=[N:25][C:21]=2[CH:20]=1.CN(C(ON1N=NC2C=CC=CC1=2)=[N+](C)C)C.[B-](F)(F)(F)F.CCN(C(C)C)C(C)C. Product: [Cl:18][C:19]1[CH:36]=[CH:35][C:22]2[NH:23][C:24]([C@@H:26]([NH:34][C:5](=[O:7])[C:4]3[CH:8]=[CH:9][C:10]([N:11]4[CH2:16][CH2:15][O:14][CH2:13][C:12]4=[O:17])=[C:2]([CH3:1])[CH:3]=3)[CH2:27][CH2:28][C:29]3[NH:33][N:32]=[N:31][N:30]=3)=[N:25][C:21]=2[CH:20]=1. The catalyst class is: 1. (2) Reactant: [CH2:1]([O:5][C:6]1[N:14]=[C:13]2[C:9]([N:10]=[C:11]([O:21][CH3:22])[N:12]2C2CCCCO2)=[C:8]([NH2:23])[N:7]=1)[CH2:2][CH2:3][CH3:4].[F:24][C:25]([F:30])([F:29])[C:26]([OH:28])=[O:27]. Product: [F:24][C:25]([F:30])([F:29])[C:26]([OH:28])=[O:27].[CH2:1]([O:5][C:6]1[N:14]=[C:13]2[C:9]([N:10]=[C:11]([O:21][CH3:22])[NH:12]2)=[C:8]([NH2:23])[N:7]=1)[CH2:2][CH2:3][CH3:4]. The catalyst class is: 5. (3) Reactant: [CH3:1][N:2]1[C:10]2[C:5](=[CH:6][CH:7]=[CH:8][CH:9]=2)[C:4]([C:11]([OH:13])=O)=[N:3]1.C1C=CC2N(O)N=NC=2C=1.C(Cl)CCl.[Cl:28][C:29]1[CH:34]=[CH:33][C:32]([N+:35]([O-:37])=[O:36])=[CH:31][C:30]=1[C:38]([CH3:42])([CH3:41])[CH2:39][NH2:40]. Product: [Cl:28][C:29]1[CH:34]=[CH:33][C:32]([N+:35]([O-:37])=[O:36])=[CH:31][C:30]=1[C:38]([CH3:42])([CH3:41])[CH2:39][NH:40][C:11]([C:4]1[C:5]2[C:10](=[CH:9][CH:8]=[CH:7][CH:6]=2)[N:2]([CH3:1])[N:3]=1)=[O:13]. The catalyst class is: 2.